Dataset: HIV replication inhibition screening data with 41,000+ compounds from the AIDS Antiviral Screen. Task: Binary Classification. Given a drug SMILES string, predict its activity (active/inactive) in a high-throughput screening assay against a specified biological target. (1) The compound is CC12CCC(C=C1N1CCCCC1)C(C)(C)O2. The result is 0 (inactive). (2) The molecule is O=C1C2=C(c3ccccc31)C(c1ccccc1Cl)NC(=S)N2. The result is 0 (inactive).